From a dataset of NCI-60 drug combinations with 297,098 pairs across 59 cell lines. Regression. Given two drug SMILES strings and cell line genomic features, predict the synergy score measuring deviation from expected non-interaction effect. (1) Drug 1: C1=C(C(=O)NC(=O)N1)N(CCCl)CCCl. Drug 2: CCN(CC)CCNC(=O)C1=C(NC(=C1C)C=C2C3=C(C=CC(=C3)F)NC2=O)C. Cell line: M14. Synergy scores: CSS=13.2, Synergy_ZIP=-1.61, Synergy_Bliss=2.33, Synergy_Loewe=-0.905, Synergy_HSA=0.423. (2) Drug 1: C1CCC(CC1)NC(=O)N(CCCl)N=O. Drug 2: CCC(=C(C1=CC=CC=C1)C2=CC=C(C=C2)OCCN(C)C)C3=CC=CC=C3.C(C(=O)O)C(CC(=O)O)(C(=O)O)O. Cell line: NCI-H522. Synergy scores: CSS=17.3, Synergy_ZIP=-5.43, Synergy_Bliss=-1.14, Synergy_Loewe=-1.46, Synergy_HSA=-0.820. (3) Drug 1: C1=CN(C(=O)N=C1N)C2C(C(C(O2)CO)O)O.Cl. Drug 2: C1CN(P(=O)(OC1)NCCCl)CCCl. Cell line: HL-60(TB). Synergy scores: CSS=42.5, Synergy_ZIP=3.90, Synergy_Bliss=4.08, Synergy_Loewe=-66.6, Synergy_HSA=3.32.